This data is from Full USPTO retrosynthesis dataset with 1.9M reactions from patents (1976-2016). The task is: Predict the reactants needed to synthesize the given product. Given the product [Cl:33][C:34]1[CH:39]=[CH:38][C:37]([C:40]2[N:41]=[C:42]3[CH:47]=[CH:46][CH:45]=[CH:44][N:43]3[C:48]=2[CH2:49][C:50]2[N:51]=[C:52]([N:25]3[CH2:30][CH2:29][CH:28]([OH:31])[CH2:32]3)[CH:53]=[N:54][CH:55]=2)=[CH:36][CH:35]=1, predict the reactants needed to synthesize it. The reactants are: ClC1C=CC2N(C(CNC3N=C([N:25]4[CH2:30][CH2:29][C:28]([CH3:32])([OH:31])CC4)C=CN=3)=C(C3C=CC=CC=3)N=2)C=1.[Cl:33][C:34]1[CH:39]=[CH:38][C:37]([C:40]2[N:41]=[C:42]3[CH:47]=[CH:46][CH:45]=[CH:44][N:43]3[C:48]=2[CH2:49][C:50]2[CH:55]=[N:54][CH:53]=[C:52](Cl)[N:51]=2)=[CH:36][CH:35]=1.N1CCC(O)C1.